This data is from Forward reaction prediction with 1.9M reactions from USPTO patents (1976-2016). The task is: Predict the product of the given reaction. (1) The product is: [Cl:3][C:4]1[C:5]([CH2:17][O:18][CH3:20])=[N:6][CH:7]=[C:8]([N:10]2[C:14]([CH3:15])=[CH:13][C:12]([CH3:16])=[N:11]2)[N:9]=1. Given the reactants [H-].[Na+].[Cl:3][C:4]1[C:5]([CH2:17][OH:18])=[N:6][CH:7]=[C:8]([N:10]2[C:14]([CH3:15])=[CH:13][C:12]([CH3:16])=[N:11]2)[N:9]=1.I[CH3:20].O, predict the reaction product. (2) Given the reactants [N+:1]([C:4]1[CH:12]=[C:7]2[CH2:8][NH:9][CH2:10][CH2:11][N:6]2[N:5]=1)([O-:3])=[O:2].C([O-])([O-])=O.[K+].[K+].Br[CH2:20][CH2:21][O:22][CH3:23], predict the reaction product. The product is: [CH3:23][O:22][CH2:21][CH2:20][N:9]1[CH2:10][CH2:11][N:6]2[N:5]=[C:4]([N+:1]([O-:3])=[O:2])[CH:12]=[C:7]2[CH2:8]1. (3) Given the reactants [CH2:1]([C:3]1[CH:9]=[CH:8][CH:7]=[CH:6][C:4]=1[NH2:5])[CH3:2].C1(CN)CCCCC1.[O:18]=[C:19]1[C:27]2([CH2:31][O:30][C:29]3[CH:32]=[C:33]4[C:37](=[CH:38][C:28]2=3)[CH2:36][CH2:35][O:34]4)[C:26]2[C:21](=[CH:22][CH:23]=[CH:24][CH:25]=2)[N:20]1[CH2:39][C:40]1[CH:48]=[CH:47][C:43]([C:44](O)=[O:45])=[CH:42][CH:41]=1.O=C1C2(COC3C=C4C(=CC2=3)CCO4)C2C(=CC=CC=2)N1CC1C=C(C=CC=1)C(O)=O, predict the reaction product. The product is: [CH2:1]([C:3]1[CH:9]=[CH:8][CH:7]=[CH:6][C:4]=1[NH:5][C:44](=[O:45])[C:43]1[CH:47]=[CH:48][C:40]([CH2:39][N:20]2[C:21]3[C:26](=[CH:25][CH:24]=[CH:23][CH:22]=3)[C:27]3([CH2:31][O:30][C:29]4[CH:32]=[C:33]5[C:37](=[CH:38][C:28]3=4)[CH2:36][CH2:35][O:34]5)[C:19]2=[O:18])=[CH:41][CH:42]=1)[CH3:2]. (4) Given the reactants [C:1]1([CH2:7][CH2:8][CH2:9][CH2:10][CH2:11][CH2:12][C:13]([OH:15])=O)[CH:6]=[CH:5][CH:4]=[CH:3][CH:2]=1.F[P-](F)(F)(F)(F)F.N1(O[P+](N(C)C)(N(C)C)N(C)C)C2C=CC=CC=2N=N1.CCN(C(C)C)C(C)C.FC(F)(F)C(O)=O.[CH3:59][O:60][C:61](=[O:83])[CH:62]=[CH:63][CH:64]([NH2:82])[CH2:65][C:66]1[C:74]2[C:69](=[CH:70][CH:71]=[CH:72][CH:73]=2)[N:68]([CH2:75][C:76]2[CH:81]=[CH:80][CH:79]=[CH:78][CH:77]=2)[CH:67]=1, predict the reaction product. The product is: [CH3:59][O:60][C:61](=[O:83])[CH:62]=[CH:63][C@H:64]([NH:82][C:13](=[O:15])[CH2:12][CH2:11][CH2:10][CH2:9][CH2:8][CH2:7][C:1]1[CH:2]=[CH:3][CH:4]=[CH:5][CH:6]=1)[CH2:65][C:66]1[C:74]2[C:69](=[CH:70][CH:71]=[CH:72][CH:73]=2)[N:68]([CH2:75][C:76]2[CH:77]=[CH:78][CH:79]=[CH:80][CH:81]=2)[CH:67]=1.